From a dataset of Peptide-MHC class I binding affinity with 185,985 pairs from IEDB/IMGT. Regression. Given a peptide amino acid sequence and an MHC pseudo amino acid sequence, predict their binding affinity value. This is MHC class I binding data. (1) The peptide sequence is GQLEEAPPTNP. The MHC is Mamu-B08 with pseudo-sequence Mamu-B08. The binding affinity (normalized) is 0. (2) The peptide sequence is AAKTPVIVV. The MHC is HLA-A02:03 with pseudo-sequence HLA-A02:03. The binding affinity (normalized) is 0.317. (3) The peptide sequence is SSYSLFDMSK. The MHC is HLA-A03:01 with pseudo-sequence HLA-A03:01. The binding affinity (normalized) is 0.733. (4) The peptide sequence is MLMAASRAL. The MHC is BoLA-T2b with pseudo-sequence BoLA-T2b. The binding affinity (normalized) is 0.246.